Dataset: Full USPTO retrosynthesis dataset with 1.9M reactions from patents (1976-2016). Task: Predict the reactants needed to synthesize the given product. (1) The reactants are: [C:1]([O:5][C:6](=[O:15])[NH:7][C:8]1([Cl:14])[CH:13]=[CH:12][CH:11]=[N:10][CH2:9]1)([CH3:4])([CH3:3])[CH3:2].[CH2:16](Br)[CH:17]=[CH2:18].C(=O)([O-])[O-].[Cs+].[Cs+]. Given the product [C:1]([O:5][C:6](=[O:15])[N:7]([CH2:18][CH:17]=[CH2:16])[C:8]1([Cl:14])[CH:13]=[CH:12][CH:11]=[N:10][CH2:9]1)([CH3:4])([CH3:2])[CH3:3], predict the reactants needed to synthesize it. (2) Given the product [C:14]([C:10]1[CH:11]=[C:12]2[C:7](=[CH:8][CH:9]=1)[NH:6][CH2:5][C@@H:4]([NH:3][C:16](=[O:25])[C@@H:17]([OH:18])[C:19]1[CH:24]=[CH:23][CH:22]=[CH:21][CH:20]=1)[CH2:13]2)#[N:15], predict the reactants needed to synthesize it. The reactants are: Cl.Cl.[NH2:3][CH:4]1[CH2:13][C:12]2[C:7](=[CH:8][CH:9]=[C:10]([C:14]#[N:15])[CH:11]=2)[NH:6][CH2:5]1.[C:16](O)(=[O:25])[C@H:17]([C:19]1[CH:24]=[CH:23][CH:22]=[CH:21][CH:20]=1)[OH:18].CCN=C=NCCCN(C)C.C1C=CC2N(O)N=NC=2C=1.CN1CCOCC1. (3) Given the product [F:24][C:11]1[C:12]([NH:17][S:18]([CH2:21][CH2:22][CH3:23])(=[O:19])=[O:20])=[CH:13][CH:14]=[C:15]([F:16])[C:10]=1[C:9]([OH:25])=[O:8], predict the reactants needed to synthesize it. The reactants are: C([O:8][C:9](=[O:25])[C:10]1[C:15]([F:16])=[CH:14][CH:13]=[C:12]([NH:17][S:18]([CH2:21][CH2:22][CH3:23])(=[O:20])=[O:19])[C:11]=1[F:24])C1C=CC=CC=1. (4) Given the product [CH2:1]([N:5]([C:6]1[CH:7]=[C:8]([OH:12])[CH:9]=[CH:10][CH:11]=1)[CH2:14][CH2:15][OH:16])[CH2:2][CH2:3][CH3:4], predict the reactants needed to synthesize it. The reactants are: [CH2:1]([NH:5][C:6]1[CH:7]=[C:8]([OH:12])[CH:9]=[CH:10][CH:11]=1)[CH2:2][CH2:3][CH3:4].Br[CH2:14][CH2:15][OH:16].C([O-])(O)=O.[Na+]. (5) Given the product [Cl:12][C:6]1[CH:7]=[CH:8][CH:9]=[C:10]2[C:5]=1[O:4][C:3](=[O:13])[C:2]([C:19]1[S:20][CH:21]=[CH:22][N:23]=1)=[CH:11]2, predict the reactants needed to synthesize it. The reactants are: Br[C:2]1[C:3](=[O:13])[O:4][C:5]2[C:10]([CH:11]=1)=[CH:9][CH:8]=[CH:7][C:6]=2[Cl:12].C([Sn](CCCC)(CCCC)[C:19]1[S:20][CH:21]=[CH:22][N:23]=1)CCC. (6) Given the product [O:2]1[C:6]2[CH:7]=[CH:8][CH:9]=[CH:10][C:5]=2[CH:4]=[C:3]1[CH:11]1[CH2:12][N:13]([C:34](=[O:35])[CH:33]=[CH:32][C:28]2[CH:29]=[C:30]3[C:25](=[N:26][CH:27]=2)[NH:24][C:23](=[O:37])[C:20]2([CH2:21][CH2:22][N:17]([CH3:16])[CH2:18][CH2:19]2)[CH2:31]3)[CH2:14]1, predict the reactants needed to synthesize it. The reactants are: Cl.[O:2]1[C:6]2[CH:7]=[CH:8][CH:9]=[CH:10][C:5]=2[CH:4]=[C:3]1[CH:11]1[CH2:14][NH:13][CH2:12]1.Cl.[CH3:16][N:17]1[CH2:22][CH2:21][C:20]2([CH2:31][C:30]3[C:25](=[N:26][CH:27]=[C:28](/[CH:32]=[CH:33]/[C:34](O)=[O:35])[CH:29]=3)[NH:24][C:23]2=[O:37])[CH2:19][CH2:18]1.CCN=C=NCCCN(C)C.Cl.C1C=NC2N(O)N=NC=2C=1.CCN(C(C)C)C(C)C. (7) Given the product [CH2:1]([C:3]1([C:10]2[CH:15]=[CH:14][CH:13]=[CH:12][CH:11]=2)[NH:7][C:6](=[O:8])[N:5]([CH2:23][C:22]2[CH:25]=[CH:26][C:19]([N+:16]([O-:18])=[O:17])=[CH:20][CH:21]=2)[C:4]1=[O:9])[CH3:2], predict the reactants needed to synthesize it. The reactants are: [CH2:1]([C:3]1([C:10]2[CH:15]=[CH:14][CH:13]=[CH:12][CH:11]=2)[NH:7][C:6](=[O:8])[NH:5][C:4]1=[O:9])[CH3:2].[N+:16]([C:19]1[CH:26]=[CH:25][C:22]([CH2:23]Cl)=[CH:21][CH:20]=1)([O-:18])=[O:17].